Dataset: Forward reaction prediction with 1.9M reactions from USPTO patents (1976-2016). Task: Predict the product of the given reaction. (1) Given the reactants [Cl:1][C:2]1[CH:7]=[CH:6][C:5]([C:8]2[N:12]([C:13]3[CH:18]=[CH:17][C:16]([Cl:19])=[CH:15][C:14]=3[Cl:20])[N:11]=[C:10]([C:21]([O:23]CC)=[O:22])[C:9]=2[S:26][CH3:27])=[CH:4][CH:3]=1.O[Li:29].O, predict the reaction product. The product is: [Cl:1][C:2]1[CH:7]=[CH:6][C:5]([C:8]2[N:12]([C:13]3[CH:18]=[CH:17][C:16]([Cl:19])=[CH:15][C:14]=3[Cl:20])[N:11]=[C:10]([C:21]([O-:23])=[O:22])[C:9]=2[S:26][CH3:27])=[CH:4][CH:3]=1.[Li+:29]. (2) Given the reactants [C:1]([C@H:4]1[CH2:9][N:8]([C:10]([O:12][CH2:13][CH:14]2[C:26]3[CH:25]=[CH:24][CH:23]=[CH:22][C:21]=3[C:20]3[C:15]2=[CH:16][CH:17]=[CH:18][CH:19]=3)=[O:11])[C@H:7]([CH3:27])[CH2:6][CH2:5]1)(=O)[NH2:2].COC1C=CC(P2(SP(C3C=CC(OC)=CC=3)(=S)S2)=[S:37])=CC=1, predict the reaction product. The product is: [C:1]([C@H:4]1[CH2:9][N:8]([C:10]([O:12][CH2:13][CH:14]2[C:26]3[CH:25]=[CH:24][CH:23]=[CH:22][C:21]=3[C:20]3[C:15]2=[CH:16][CH:17]=[CH:18][CH:19]=3)=[O:11])[C@H:7]([CH3:27])[CH2:6][CH2:5]1)(=[S:37])[NH2:2]. (3) Given the reactants Cl.[NH2:2][CH2:3][C:4]([NH:6][CH2:7][C:8]([F:11])([F:10])[F:9])=[O:5].C1CN([P+](ON2N=NC3C=CC=CC2=3)(N2CCCC2)N2CCCC2)CC1.F[P-](F)(F)(F)(F)F.CCN(C(C)C)C(C)C.[Cl:54][C:55]1[CH:56]=[C:57]([CH:63]([C:78]([F:81])([F:80])[F:79])/[CH:64]=[CH:65]/[C:66]2[CH:74]=[CH:73][C:69]([C:70](O)=[O:71])=[C:68]([N+:75]([O-:77])=[O:76])[CH:67]=2)[CH:58]=[C:59]([Cl:62])[C:60]=1[F:61], predict the reaction product. The product is: [Cl:54][C:55]1[CH:56]=[C:57]([CH:63]([C:78]([F:81])([F:80])[F:79])/[CH:64]=[CH:65]/[C:66]2[CH:74]=[CH:73][C:69]([C:70]([NH:2][CH2:3][C:4](=[O:5])[NH:6][CH2:7][C:8]([F:11])([F:10])[F:9])=[O:71])=[C:68]([N+:75]([O-:77])=[O:76])[CH:67]=2)[CH:58]=[C:59]([Cl:62])[C:60]=1[F:61]. (4) Given the reactants C(OC([N:8]1[CH2:29][CH2:28][N:11]2[C:12](=[O:27])[C:13]3[C:18]([CH:10]2[CH2:9]1)=[CH:17][CH:16]=[CH:15][C:14]=3[O:19][CH2:20][C:21]1[CH:26]=[CH:25][CH:24]=[CH:23][CH:22]=1)=O)(C)(C)C.Cl, predict the reaction product. The product is: [CH2:20]([O:19][C:14]1[CH:15]=[CH:16][CH:17]=[C:18]2[C:13]=1[C:12](=[O:27])[N:11]1[CH2:28][CH2:29][NH:8][CH2:9][CH:10]12)[C:21]1[CH:22]=[CH:23][CH:24]=[CH:25][CH:26]=1. (5) Given the reactants [NH2:1][C:2]1[N:7]=[C:6]([N:8]2[C@H:13]([CH3:14])[CH2:12][CH2:11][C@H:10]([C:15]([NH:17][CH2:18][C:19]3[CH:24]=[CH:23][CH:22]=[CH:21][C:20]=3[F:25])=[O:16])[CH2:9]2)[CH:5]=[C:4]([C:26]2[CH:31]=[CH:30][C:29]([C:32]#[N:33])=[C:28](F)[CH:27]=2)[N:3]=1.CCO.CCN(C(C)C)C(C)C.[NH2:47][NH2:48], predict the reaction product. The product is: [NH2:1][C:2]1[N:7]=[C:6]([N:8]2[C@H:13]([CH3:14])[CH2:12][CH2:11][C@H:10]([C:15]([NH:17][CH2:18][C:19]3[CH:24]=[CH:23][CH:22]=[CH:21][C:20]=3[F:25])=[O:16])[CH2:9]2)[CH:5]=[C:4]([C:26]2[CH:27]=[C:28]3[C:29]([C:32]([NH2:33])=[N:47][NH:48]3)=[CH:30][CH:31]=2)[N:3]=1. (6) Given the reactants [OH:1][C:2]1[CH:7]=[CH:6][C:5]([C@@H:8]([OH:38])[CH2:9][N:10]([CH2:26][C@H:27]([OH:37])[C:28]2[CH:33]=[CH:32][C:31]([OH:34])=[C:30]([CH2:35][OH:36])[CH:29]=2)[CH2:11][CH2:12][CH2:13][CH2:14][C:15]2[CH:20]=[CH:19][C:18]([CH2:21][CH2:22][CH2:23][CH2:24][NH2:25])=[CH:17][CH:16]=2)=[CH:4][C:3]=1[CH2:39][OH:40].I.[NH2:42][C:43]1[C:44]([C:51]([NH:53][C:54](=[NH:57])SC)=[O:52])=[N:45][C:46]([Cl:50])=[C:47]([NH2:49])[N:48]=1.C(N(C(C)C)CC)(C)C, predict the reaction product. The product is: [OH:37][C@H:27]([C:28]1[CH:33]=[CH:32][C:31]([OH:34])=[C:30]([CH2:35][OH:36])[CH:29]=1)[CH2:26][N:10]([CH2:9][C@@H:8]([C:5]1[CH:6]=[CH:7][C:2]([OH:1])=[C:3]([CH2:39][OH:40])[CH:4]=1)[OH:38])[CH2:11][CH2:12][CH2:13][CH2:14][C:15]1[CH:16]=[CH:17][C:18]([CH2:21][CH2:22][CH2:23][CH2:24][NH:25][C:54]([NH:53][C:51]([C:44]2[C:43]([NH2:42])=[N:48][C:47]([NH2:49])=[C:46]([Cl:50])[N:45]=2)=[O:52])=[NH:57])=[CH:19][CH:20]=1.